From a dataset of Forward reaction prediction with 1.9M reactions from USPTO patents (1976-2016). Predict the product of the given reaction. (1) Given the reactants [Cl:1][C:2]1[CH:14]=[CH:13][C:5]2[NH:6][C:7]([C:9](Cl)(Cl)Cl)=[N:8][C:4]=2[CH:3]=1.[CH2:15]([NH2:22])[C:16]1[CH:21]=[CH:20][CH:19]=[CH:18][CH:17]=1.C([O-])(O)=[O:24].[Na+], predict the reaction product. The product is: [CH2:15]([NH:22][C:9]([C:7]1[NH:6][C:5]2[CH:13]=[CH:14][C:2]([Cl:1])=[CH:3][C:4]=2[N:8]=1)=[O:24])[C:16]1[CH:21]=[CH:20][CH:19]=[CH:18][CH:17]=1. (2) Given the reactants [F:1][C:2]1[CH:31]=[CH:30][CH:29]=[C:28]([N+:32]([O-])=O)[C:3]=1/[CH:4]=[CH:5]/[CH:6]1[N:11]([S:12]([C:15]2[CH:20]=[CH:19][CH:18]=[CH:17][CH:16]=2)(=[O:14])=[O:13])[CH2:10][CH2:9][N:8]([C:21]([O:23][C:24]([CH3:27])([CH3:26])[CH3:25])=[O:22])[CH2:7]1.N#N, predict the reaction product. The product is: [NH2:32][C:28]1[CH:29]=[CH:30][CH:31]=[C:2]([F:1])[C:3]=1[CH2:4][CH2:5][C@@H:6]1[N:11]([S:12]([C:15]2[CH:16]=[CH:17][CH:18]=[CH:19][CH:20]=2)(=[O:13])=[O:14])[CH2:10][CH2:9][N:8]([C:21]([O:23][C:24]([CH3:27])([CH3:25])[CH3:26])=[O:22])[CH2:7]1.